This data is from Peptide-MHC class II binding affinity with 134,281 pairs from IEDB. The task is: Regression. Given a peptide amino acid sequence and an MHC pseudo amino acid sequence, predict their binding affinity value. This is MHC class II binding data. (1) The peptide sequence is VSKGAPCRIPVIVAD. The MHC is DRB3_0202 with pseudo-sequence DRB3_0202. The binding affinity (normalized) is 0. (2) The peptide sequence is KLIGGIGGFIKVRQYDQILI. The MHC is DRB1_0401 with pseudo-sequence DRB1_0401. The binding affinity (normalized) is 0.0545. (3) The peptide sequence is EAAFNKAIKESTGGA. The binding affinity (normalized) is 0.0383. The MHC is DRB1_1201 with pseudo-sequence DRB1_1201. (4) The peptide sequence is GGRLAFQEFMIVPSG. The MHC is HLA-DPA10201-DPB10101 with pseudo-sequence HLA-DPA10201-DPB10101. The binding affinity (normalized) is 0.509.